The task is: Predict the product of the given reaction.. This data is from Forward reaction prediction with 1.9M reactions from USPTO patents (1976-2016). (1) Given the reactants [C:1]([OH:4])(=[O:3])[CH3:2].O.[CH3:6][N:7]1[CH2:11][CH2:10][CH2:9][CH2:8]1, predict the reaction product. The product is: [C:1]([OH:4])(=[O:3])[CH3:2].[NH:7]1[CH2:6][CH2:11][CH2:10][CH2:9][CH2:8]1. (2) Given the reactants [Br:1][C:2]1[CH:3]=[C:4]([NH2:17])[C:5]([N:8]([CH2:13][CH:14]([CH3:16])[CH3:15])[CH2:9][CH:10]([CH3:12])[CH3:11])=[CH:6][CH:7]=1.[C:18]1([CH3:28])[CH:23]=[CH:22][C:21]([CH2:24][C:25](O)=[O:26])=[CH:20][CH:19]=1.C(N(CC)CC)C.F[P-](F)(F)(F)(F)F.N1(O[P+](N(C)C)(N(C)C)N(C)C)C2C=CC=CC=2N=N1, predict the reaction product. The product is: [Br:1][C:2]1[CH:7]=[CH:6][C:5]([N:8]([CH2:13][CH:14]([CH3:16])[CH3:15])[CH2:9][CH:10]([CH3:12])[CH3:11])=[C:4]([NH:17][C:25](=[O:26])[CH2:24][C:21]2[CH:22]=[CH:23][C:18]([CH3:28])=[CH:19][CH:20]=2)[CH:3]=1. (3) Given the reactants [NH2:1][C:2]1[C:10]([N+:11]([O-:13])=[O:12])=[CH:9][C:5]([C:6](Cl)=[O:7])=[C:4]([F:14])[CH:3]=1.[CH2:15]([OH:17])[CH3:16], predict the reaction product. The product is: [CH2:15]([O:17][C:6](=[O:7])[C:5]1[CH:9]=[C:10]([N+:11]([O-:13])=[O:12])[C:2]([NH2:1])=[CH:3][C:4]=1[F:14])[CH3:16]. (4) The product is: [Br:9][C:10]1[CH:11]=[C:12]([CH:18]([NH:6][CH:4]([CH3:5])[CH:3]([O:7][CH3:8])[O:2][CH3:1])[CH3:19])[CH:13]=[CH:14][C:15]=1[O:16][CH3:17]. Given the reactants [CH3:1][O:2][CH:3]([O:7][CH3:8])[CH:4]([NH2:6])[CH3:5].[Br:9][C:10]1[CH:11]=[C:12]([C:18](=O)[CH3:19])[CH:13]=[CH:14][C:15]=1[O:16][CH3:17].[BH4-].[Na+].[OH-].[NH4+], predict the reaction product. (5) Given the reactants [CH3:1][O:2][C:3]1[C:11]([N+:12]([O-:14])=[O:13])=[CH:10][CH:9]=[CH:8][C:4]=1[C:5]([NH2:7])=O.N1C=CC=CC=1.FC(F)(F)C(OC(=O)C(F)(F)F)=O, predict the reaction product. The product is: [CH3:1][O:2][C:3]1[C:11]([N+:12]([O-:14])=[O:13])=[CH:10][CH:9]=[CH:8][C:4]=1[C:5]#[N:7]. (6) The product is: [Cl:1][C:2]1[CH:3]=[CH:4][C:5]([CH2:6][C:7]2[N:8]=[C:9]([O:33][CH2:34][CH2:35][CH3:36])[C:10]3[N:15]=[C:14]([C:16]4[CH:17]=[C:18]([CH3:32])[C:19]([O:23][CH2:24][CH:25]([OH:26])[CH2:29][OH:28])=[C:20]([CH3:22])[CH:21]=4)[O:13][C:11]=3[N:12]=2)=[CH:37][CH:38]=1. Given the reactants [Cl:1][C:2]1[CH:38]=[CH:37][C:5]([CH2:6][C:7]2[N:8]=[C:9]([O:33][CH2:34][CH2:35][CH3:36])[C:10]3[N:15]=[C:14]([C:16]4[CH:21]=[C:20]([CH3:22])[C:19]([O:23][CH2:24][CH:25]5[CH2:29][O:28]C(C)(C)[O:26]5)=[C:18]([CH3:32])[CH:17]=4)[O:13][C:11]=3[N:12]=2)=[CH:4][CH:3]=1, predict the reaction product. (7) Given the reactants [N+:1]([C:4]1[C:5]([CH:10]=[O:11])=[N:6][CH:7]=[CH:8][CH:9]=1)([O-:3])=[O:2].CC1C=CC(S(O)(=O)=O)=CC=1.[CH2:23](O)[CH2:24][OH:25].O, predict the reaction product. The product is: [O:11]1[CH2:23][CH2:24][O:25][CH:10]1[C:5]1[C:4]([N+:1]([O-:3])=[O:2])=[CH:9][CH:8]=[CH:7][N:6]=1. (8) Given the reactants [Mg].[CH3:2][CH2:3][O:4][C:5]([C@H:7]1[CH2:11][CH2:10][C:9](=[O:12])[N:8]1[C:13]([O:15][C:16]([CH3:19])([CH3:18])[CH3:17])=[O:14])=[O:6].O.Br[C:22]1[CH:27]=[C:26]([F:28])[CH:25]=[CH:24][C:23]=1[F:29], predict the reaction product. The product is: [C:16]([O:15][C:13]([NH:8][C@H:7]([CH2:11][CH2:10][C:9]([C:22]1[CH:27]=[C:26]([F:28])[CH:25]=[CH:24][C:23]=1[F:29])=[O:12])[C:5]([O:4][CH2:3][CH3:2])=[O:6])=[O:14])([CH3:19])([CH3:18])[CH3:17]. (9) Given the reactants [CH:1]1([C:4]2[C:5]([O:14][CH2:15][C:16]([F:19])([F:18])[F:17])=[CH:6][C:7]([C:10](=[N:12][OH:13])[NH2:11])=[N:8][CH:9]=2)[CH2:3][CH2:2]1.[CH:20]1([C:23](Cl)=O)[CH2:22][CH2:21]1, predict the reaction product. The product is: [CH:20]1([C:23]2[O:13][N:12]=[C:10]([C:7]3[CH:6]=[C:5]([O:14][CH2:15][C:16]([F:19])([F:17])[F:18])[C:4]([CH:1]4[CH2:3][CH2:2]4)=[CH:9][N:8]=3)[N:11]=2)[CH2:22][CH2:21]1. (10) Given the reactants [Cl:1][C:2]1[CH:7]=[CH:6][C:5]([NH:8]C(=O)C(C)(C)C)=[C:4]([CH:15]([OH:24])[C:16]2[CH:21]=[CH:20][CH:19]=[CH:18][C:17]=2[O:22][CH3:23])[CH:3]=1.[OH-].[Na+], predict the reaction product. The product is: [NH2:8][C:5]1[CH:6]=[CH:7][C:2]([Cl:1])=[CH:3][C:4]=1[CH:15]([C:16]1[CH:21]=[CH:20][CH:19]=[CH:18][C:17]=1[O:22][CH3:23])[OH:24].